From a dataset of Full USPTO retrosynthesis dataset with 1.9M reactions from patents (1976-2016). Predict the reactants needed to synthesize the given product. (1) Given the product [C:41]([O:44][CH2:45][CH2:46][CH2:47][C:48]([O:38][C@:9]([C:3]1[CH:4]=[CH:5][C:6]([F:8])=[CH:7][C:2]=1[F:1])([CH2:32][N:33]1[CH:37]=[N:36][CH:35]=[N:34]1)[C@H:10]([S:12][C@@H:13]1[CH2:18][O:17][C@@H:16](/[CH:19]=[CH:20]/[CH:21]=[CH:22]/[C:23]2[CH:30]=[CH:29][C:26]([C:27]#[N:28])=[CH:25][C:24]=2[F:31])[O:15][CH2:14]1)[CH3:11])=[O:50])(=[O:43])[CH3:42], predict the reactants needed to synthesize it. The reactants are: [F:1][C:2]1[CH:7]=[C:6]([F:8])[CH:5]=[CH:4][C:3]=1[C@@:9]([OH:38])([CH2:32][N:33]1[CH:37]=[N:36][CH:35]=[N:34]1)[C@H:10]([S:12][C@@H:13]1[CH2:18][O:17][C@@H:16](/[CH:19]=[CH:20]/[CH:21]=[CH:22]/[C:23]2[CH:30]=[CH:29][C:26]([C:27]#[N:28])=[CH:25][C:24]=2[F:31])[O:15][CH2:14]1)[CH3:11].[H-].[Na+].[C:41]([O:44][CH2:45][CH2:46][CH2:47][C:48](=[O:50])Cl)(=[O:43])[CH3:42].[Cl-].[NH4+]. (2) Given the product [C:18]([O:11][CH2:10][CH:7]1[CH2:8][CH2:9][CH:4]([CH2:1][C:2]#[CH:3])[CH2:5][CH2:6]1)(=[O:20])[CH3:19], predict the reactants needed to synthesize it. The reactants are: [CH2:1]([CH:4]1[CH2:9][CH2:8][CH:7]([CH2:10][OH:11])[CH2:6][CH2:5]1)[C:2]#[CH:3].N1C=CC=CC=1.[C:18](OC(=O)C)(=[O:20])[CH3:19]. (3) Given the product [F:1][C:2]([F:7])([F:6])[C:3]([OH:5])=[O:4].[CH3:24][O:23][C:19]1[N:20]=[C:21]2[C:17]([N:18]=1)=[C:16]([NH2:25])[NH:15][C:14]([O:13][C@@H:9]([CH3:8])[CH2:10][CH3:11])=[N:22]2, predict the reactants needed to synthesize it. The reactants are: [F:1][C:2]([F:7])([F:6])[C:3]([OH:5])=[O:4].[CH3:8][C@H:9]([O:13][C:14]1[N:22]=[C:21]2[C:17]([N:18]=[C:19]([O:23][CH3:24])[NH:20]2)=[C:16]([NH2:25])[N:15]=1)[CH2:10][CH2:11]C.COC1N(C2CCCCO2)C2C(N=1)=C(N)N=C(O[C@@H](C)CC)N=2.